Dataset: Experimental lipophilicity measurements (octanol/water distribution) for 4,200 compounds from AstraZeneca. Task: Regression/Classification. Given a drug SMILES string, predict its absorption, distribution, metabolism, or excretion properties. Task type varies by dataset: regression for continuous measurements (e.g., permeability, clearance, half-life) or binary classification for categorical outcomes (e.g., BBB penetration, CYP inhibition). For this dataset (lipophilicity_astrazeneca), we predict Y. (1) The molecule is CC(C)(F)C[C@H](N[C@@H](c1ccc(-c2ccc(S(C)(=O)=O)cc2)cc1)C(F)(F)F)C(=O)NC1(C#N)CC1. The Y is 2.90 logD. (2) The compound is CSc1ccc2c(c1)N(CCC1CCCCN1C)c1ccccc1S2. The Y is 3.76 logD.